Dataset: Forward reaction prediction with 1.9M reactions from USPTO patents (1976-2016). Task: Predict the product of the given reaction. (1) The product is: [NH2:14][C:6]1[CH:7]=[C:8]([CH:12]=[CH:13][C:5]=1[S:2]([CH3:1])(=[O:4])=[O:3])[C:9]([OH:11])=[O:10]. Given the reactants [CH3:1][S:2]([C:5]1[CH:13]=[CH:12][C:8]([C:9]([OH:11])=[O:10])=[CH:7][C:6]=1[N+:14]([O-])=O)(=[O:4])=[O:3].O.NN, predict the reaction product. (2) Given the reactants [H-].[Na+].[C:3]([C:7]1[CH:8]=[C:9]2[C:14](=[C:15]([F:17])[CH:16]=1)[C:13](=[O:18])[NH:12][N:11]=[CH:10]2)([CH3:6])([CH3:5])[CH3:4].[Br:19][C:20]1[CH:25]=[CH:24][C:23]([CH2:26]Br)=[CH:22][C:21]=1[CH2:28][O:29][CH2:30][O:31][CH3:32].O, predict the reaction product. The product is: [Br:19][C:20]1[CH:25]=[CH:24][C:23]([CH2:26][N:12]2[N:11]=[CH:10][C:9]3[C:14](=[C:15]([F:17])[CH:16]=[C:7]([C:3]([CH3:6])([CH3:4])[CH3:5])[CH:8]=3)[C:13]2=[O:18])=[CH:22][C:21]=1[CH2:28][O:29][CH2:30][O:31][CH3:32]. (3) Given the reactants [CH2:1]([O:8][C:9]1[C:14]([C:15]([C:23]2[CH:24]=[C:25]([C:29]3[CH:34]=[CH:33][CH:32]=[CH:31][C:30]=3[O:35][CH3:36])[CH:26]=[CH:27][CH:28]=2)([C:17]2[CH:22]=[CH:21][CH:20]=[CH:19][CH:18]=2)O)=[CH:13][CH:12]=[CH:11][C:10]=1[C:37]1[CH:42]=[CH:41][CH:40]=[CH:39][CH:38]=1)[C:2]1[CH:7]=[CH:6][CH:5]=[CH:4][CH:3]=1, predict the reaction product. The product is: [CH2:1]([O:8][C:9]1[C:14]([CH:15]([C:17]2[CH:18]=[CH:19][CH:20]=[CH:21][CH:22]=2)[C:23]2[CH:24]=[C:25]([C:29]3[CH:34]=[CH:33][CH:32]=[CH:31][C:30]=3[O:35][CH3:36])[CH:26]=[CH:27][CH:28]=2)=[CH:13][CH:12]=[CH:11][C:10]=1[C:37]1[CH:42]=[CH:41][CH:40]=[CH:39][CH:38]=1)[C:2]1[CH:3]=[CH:4][CH:5]=[CH:6][CH:7]=1. (4) Given the reactants [Cl:1][C:2]1[C:11]2[C:6](=[CH:7][CH:8]=[C:9]([C:12]#[N:13])[CH:10]=2)[CH:5]=[N:4][CH:3]=1.[OH-].[Na+].Cl.CN(C([O:24]N1N=NC2C=CC=NC1=2)=[N+](C)C)C.F[P-](F)(F)(F)(F)F.Cl.[CH3:42][O:43][CH:44]1[CH2:47]N[CH2:45]1.CCN(C(C)C)C(C)C, predict the reaction product. The product is: [Cl:1][C:2]1[C:11]2[C:6](=[CH:7][CH:8]=[C:9]([C:12]([N:13]3[CH2:47][CH:44]([O:43][CH3:42])[CH2:45]3)=[O:24])[CH:10]=2)[CH:5]=[N:4][CH:3]=1. (5) Given the reactants [F:1][C:2]([F:22])([F:21])[C:3]1[N:8]=[CH:7][C:6]([NH:9][C:10]2[C:19]3[C:14](=[C:15]([NH2:20])[CH:16]=[CH:17][CH:18]=3)[N:13]=[CH:12][N:11]=2)=[CH:5][CH:4]=1.[Cl:23][C:24]1[C:29]([C:30](O)=[O:31])=[C:28]([F:33])[C:27]([CH2:34][NH:35][C:36](=[O:41])[C:37]([CH3:40])([CH3:39])[CH3:38])=[CH:26][CH:25]=1.C(Cl)(=O)C(Cl)=O.CCN(C(C)C)C(C)C, predict the reaction product. The product is: [Cl:23][C:24]1[C:29]([C:30]([NH:20][C:15]2[CH:16]=[CH:17][CH:18]=[C:19]3[C:14]=2[N:13]=[CH:12][N:11]=[C:10]3[NH:9][C:6]2[CH:7]=[N:8][C:3]([C:2]([F:1])([F:21])[F:22])=[CH:4][CH:5]=2)=[O:31])=[C:28]([F:33])[C:27]([CH2:34][NH:35][C:36](=[O:41])[C:37]([CH3:39])([CH3:38])[CH3:40])=[CH:26][CH:25]=1. (6) Given the reactants [Cl:1][C:2]1[CH:7]=[C:6]([N+:8]([O-:10])=[O:9])[CH:5]=[CH:4][C:3]=1[OH:11].[F:12][C:13]1[CH:14]=[C:15]([CH:18]=[CH:19][CH:20]=1)[CH2:16]Br.C(#N)C.C(=O)([O-])[O-].[K+].[K+], predict the reaction product. The product is: [F:12][C:13]1[CH:14]=[C:15]([CH:18]=[CH:19][CH:20]=1)[CH2:16][O:11][C:3]1[CH:4]=[CH:5][C:6]([N+:8]([O-:10])=[O:9])=[CH:7][C:2]=1[Cl:1]. (7) Given the reactants [F:1][C:2]1([F:21])[CH2:6][N:5](C(OC(C)(C)C)=O)[C@H:4]([CH2:14][C:15](=[O:20])[CH:16]=[C:17]([CH3:19])[CH3:18])[CH2:3]1, predict the reaction product. The product is: [F:21][C:2]1([F:1])[CH2:6][NH:5][C@H:4]([CH2:14][C:15](=[O:20])[CH:16]=[C:17]([CH3:18])[CH3:19])[CH2:3]1. (8) Given the reactants [NH2:1][C:2]1[CH:12]=[CH:11][C:5]2[NH:6][S:7](=[O:10])(=[O:9])[CH2:8][C:4]=2[CH:3]=1.CS(CCN1CCN(C2C=CC(N[C:32]3[N:40]=[C:39]4[C:35](N=CN4C4CCCCO4)=[C:34]([O:47][C:48]4[CH:49]=[C:50]([NH:54][C:55](=[O:58])[CH:56]=[CH2:57])[CH:51]=[CH:52][CH:53]=4)[N:33]=3)=CC=2)CC1)(=O)=O.[C:59]([O-])([O-])=[O:60].[K+].[K+].C1(P(C2CCCCC2)C2C=CC=CC=2C2C(C(C)C)=CC(C(C)C)=CC=2C(C)C)CCCCC1, predict the reaction product. The product is: [O:9]=[S:7]1(=[O:10])[CH2:8][C:4]2[CH:3]=[C:2]([NH:1][C:32]3[N:33]=[C:34]([O:47][C:48]4[CH:49]=[C:50]([NH:54][C:55](=[O:58])[CH:56]=[CH2:57])[CH:51]=[CH:52][CH:53]=4)[C:35]([O:60][CH3:59])=[CH:39][N:40]=3)[CH:12]=[CH:11][C:5]=2[NH:6]1. (9) Given the reactants [Cl:1][C:2]1[CH:7]=[C:6]([Cl:8])[CH:5]=[CH:4][C:3]=1[N:9]1[C:15]2=[N:16][C:17]3[CH:22]=[CH:21][CH:20]=[C:19]([N:23]([CH2:26][CH3:27])[CH2:24][CH3:25])[C:18]=3[N:14]2[CH2:13][CH:12]([OH:28])[CH2:11][CH2:10]1.C(#N)C, predict the reaction product. The product is: [Cl:1][C:2]1[CH:7]=[C:6]([Cl:8])[CH:5]=[CH:4][C:3]=1[N:9]1[C:15]2=[N:16][C:17]3[CH:22]=[CH:21][CH:20]=[C:19]([N:23]([CH2:26][CH3:27])[CH2:24][CH3:25])[C:18]=3[N:14]2[CH2:13][C:12](=[O:28])[CH2:11][CH2:10]1.